Dataset: Forward reaction prediction with 1.9M reactions from USPTO patents (1976-2016). Task: Predict the product of the given reaction. (1) The product is: [CH2:1]([O:3][C:4](=[O:24])[CH2:5][CH2:6][C:7]1[C:12]([NH2:13])=[CH:11][CH:10]=[C:9]([C:14]2[CH:19]=[CH:18][C:17]([C:20]([F:21])([F:22])[F:23])=[CH:16][CH:15]=2)[N:8]=1)[CH3:2]. Given the reactants [CH2:1]([O:3][C:4](=[O:24])/[CH:5]=[CH:6]/[C:7]1[C:12]([NH2:13])=[CH:11][CH:10]=[C:9]([C:14]2[CH:19]=[CH:18][C:17]([C:20]([F:23])([F:22])[F:21])=[CH:16][CH:15]=2)[N:8]=1)[CH3:2], predict the reaction product. (2) Given the reactants [Br:1][CH2:2][CH2:3][CH2:4][CH2:5][CH2:6][O:7][CH2:8][CH2:9][CH2:10][CH2:11][CH2:12]O.C(Br)(Br)(Br)[Br:15].C1(P(C2C=CC=CC=2)C2C=CC=CC=2)C=CC=CC=1.CCCCCCC, predict the reaction product. The product is: [Br:1][CH2:2][CH2:3][CH2:4][CH2:5][CH2:6][O:7][CH2:8][CH2:9][CH2:10][CH2:11][CH2:12][Br:15]. (3) Given the reactants [O:1]=[C:2]1[N:6]([CH:7]2[CH2:12][CH2:11][N:10]([CH2:13][C:14]([OH:16])=[O:15])[CH2:9][CH2:8]2)[C:5]2[CH:17]=[CH:18][CH:19]=[CH:20][C:4]=2[NH:3]1.O=C1N(C2CCNCC2)[C:25]2C=CC=C[C:24]=2N1.BrCC(OCC)=O, predict the reaction product. The product is: [O:1]=[C:2]1[N:6]([CH:7]2[CH2:12][CH2:11][N:10]([CH2:13][C:14]([O:16][CH2:24][CH3:25])=[O:15])[CH2:9][CH2:8]2)[C:5]2[CH:17]=[CH:18][CH:19]=[CH:20][C:4]=2[NH:3]1. (4) The product is: [O:1]1[CH2:5][CH2:4][O:3][CH:2]1[CH2:6][CH:7]([C:9]1([OH:23])[CH2:12][NH:11][CH2:10]1)[OH:8]. Given the reactants [O:1]1[CH2:5][CH2:4][O:3][CH:2]1[CH2:6][CH:7]([C:9]1([OH:23])[CH2:12][N:11](C(OCC2C=CC=CC=2)=O)[CH2:10]1)[OH:8], predict the reaction product.